Task: Predict the reactants needed to synthesize the given product.. Dataset: Full USPTO retrosynthesis dataset with 1.9M reactions from patents (1976-2016) (1) Given the product [O:3]=[CH:4][CH2:5][NH:6][C:7](=[O:11])[O:8][CH2:9][CH3:10], predict the reactants needed to synthesize it. The reactants are: C([O:3][CH:4](OCC)[CH2:5][NH:6][C:7](=[O:11])[O:8][CH2:9][CH3:10])C.Cl.O. (2) Given the product [Br:31][C:32]1[CH:33]=[CH:34][C:35]([O:36][CH2:37][C:38]2([CH2:42][O:43][S:54]([CH3:53])(=[O:56])=[O:55])[CH2:39][O:40][CH2:41]2)=[CH:44][CH:45]=1, predict the reactants needed to synthesize it. The reactants are: C[C@H]1CO[C@@]2(O[C@H]3C[C@H]4[C@@H]5CC=C6C[C@@H](O)CC[C@]6(C)[C@H]5CC[C@]4(C)[C@H]3[C@@H]2C)CC1.[Br:31][C:32]1[CH:45]=[CH:44][C:35]([O:36][CH2:37][C:38]2([CH2:42][OH:43])[CH2:41][O:40][CH2:39]2)=[CH:34][CH:33]=1.C(N(CC)CC)C.[CH3:53][S:54](Cl)(=[O:56])=[O:55]. (3) The reactants are: CON(C)[C:4]([CH2:6][C:7]1([CH2:10][C:11]([OH:13])=[O:12])[CH2:9][CH2:8]1)=[O:5].[CH3:15][Li]. Given the product [O:5]=[C:4]([CH3:15])[CH2:6][C:7]1([CH2:10][C:11]([OH:13])=[O:12])[CH2:8][CH2:9]1, predict the reactants needed to synthesize it. (4) Given the product [OH:1][C:2]1[CH:10]=[CH:9][CH:8]=[C:7]2[C:3]=1[CH2:4][CH2:5][NH:6]2, predict the reactants needed to synthesize it. The reactants are: [OH:1][C:2]1[CH:10]=[CH:9][CH:8]=[C:7]2[C:3]=1[CH:4]=[CH:5][NH:6]2.[BH3-]C#N.[Na+].O. (5) Given the product [NH2:28][C:29]1[C:30]([C:37]([NH:39][C:40](=[NH:41])[NH:1][CH2:2][CH2:3][CH2:4][CH2:5][C:6]2[CH:7]=[C:8]3[C:13](=[CH:14][CH:15]=2)[CH:12]=[C:11]([O:16][CH2:17][CH2:18][CH2:19][NH:20][C:21](=[O:27])[O:22][C:23]([CH3:24])([CH3:26])[CH3:25])[CH:10]=[CH:9]3)=[O:38])=[N:31][C:32]([Cl:36])=[C:33]([NH2:35])[N:34]=1, predict the reactants needed to synthesize it. The reactants are: [NH2:1][CH2:2][CH2:3][CH2:4][CH2:5][C:6]1[CH:7]=[C:8]2[C:13](=[CH:14][CH:15]=1)[CH:12]=[C:11]([O:16][CH2:17][CH2:18][CH2:19][NH:20][C:21](=[O:27])[O:22][C:23]([CH3:26])([CH3:25])[CH3:24])[CH:10]=[CH:9]2.[NH2:28][C:29]1[C:30]([C:37]([NH:39][C:40](SC)=[NH:41])=[O:38])=[N:31][C:32]([Cl:36])=[C:33]([NH2:35])[N:34]=1.CCN(C(C)C)C(C)C.